From a dataset of Full USPTO retrosynthesis dataset with 1.9M reactions from patents (1976-2016). Predict the reactants needed to synthesize the given product. (1) Given the product [Br:1][C:2]1[CH:7]=[CH:6][C:5]([F:8])=[CH:4][C:3]=1[C:9](=[O:11])[CH:10]=[CH:14][N:15]([CH3:17])[CH3:16], predict the reactants needed to synthesize it. The reactants are: [Br:1][C:2]1[CH:7]=[CH:6][C:5]([F:8])=[CH:4][C:3]=1[C:9](=[O:11])[CH3:10].CO[CH:14](OC)[N:15]([CH3:17])[CH3:16]. (2) Given the product [F:1][C:2]1[CH:3]=[CH:4][C:5]([C:8]2[C:12]3=[N:13][CH:14]=[CH:15][CH:16]=[C:11]3[N:10]([O:17][CH2:26][CH2:27][N:28]3[CH2:33][CH2:32][CH2:31][CH2:30][CH2:29]3)[C:9]=2[C:18]2[CH:19]=[CH:20][N:21]=[CH:22][CH:23]=2)=[CH:6][CH:7]=1, predict the reactants needed to synthesize it. The reactants are: [F:1][C:2]1[CH:7]=[CH:6][C:5]([C:8]2[C:12]3=[N:13][CH:14]=[CH:15][CH:16]=[C:11]3[N:10]([OH:17])[C:9]=2[C:18]2[CH:23]=[CH:22][N:21]=[CH:20][CH:19]=2)=[CH:4][CH:3]=1.Cl.Cl[CH2:26][CH2:27][N:28]1[CH2:33][CH2:32][CH2:31][CH2:30][CH2:29]1.[H-].[Na+]. (3) Given the product [CH3:11][O:10][C:6]1[CH:5]=[C:4]([CH:2]([N:13]([CH3:14])[CH3:12])[CH3:1])[CH:9]=[CH:8][CH:7]=1, predict the reactants needed to synthesize it. The reactants are: [CH3:1][C:2]([C:4]1[CH:9]=[CH:8][CH:7]=[C:6]([O:10][CH3:11])[CH:5]=1)=O.[CH3:12][NH:13][CH3:14].[BH4-].[Na+]. (4) Given the product [NH2:53][C:51]1[CH:50]=[CH:49][C:48]([CH3:56])=[C:47]([C:45]([C:31]2[CH:32]=[CH:33][C:34]([NH:36][C:37]3[CH:42]=[CH:41][C:40]([F:43])=[CH:39][C:38]=3[Cl:44])=[CH:35][C:30]=2[Cl:29])=[O:46])[CH:52]=1, predict the reactants needed to synthesize it. The reactants are: NC1C=CC(C)=C(C(C2C=CC(NC3C=CC(C(F)(F)F)=CC=3)=CC=2Cl)=O)C=1.[Cl:29][C:30]1[CH:35]=[C:34]([NH:36][C:37]2[CH:42]=[CH:41][C:40]([F:43])=[CH:39][C:38]=2[Cl:44])[CH:33]=[CH:32][C:31]=1[C:45]([C:47]1[CH:52]=[C:51]([N+:53]([O-])=O)[CH:50]=[CH:49][C:48]=1[CH3:56])=[O:46]. (5) The reactants are: [Br:1][C:2]1[CH:3]=[CH:4][C:5]([I:10])=[C:6]([CH2:8][OH:9])[CH:7]=1.[H-].[Na+].[C:13]([Si:17]([CH3:20])([CH3:19])Cl)([CH3:16])([CH3:15])[CH3:14].[I-].[K+]. Given the product [Br:1][C:2]1[CH:3]=[CH:4][C:5]([I:10])=[C:6]([CH:7]=1)[CH2:8][O:9][Si:17]([C:13]([CH3:16])([CH3:15])[CH3:14])([CH3:20])[CH3:19], predict the reactants needed to synthesize it. (6) Given the product [CH3:1][O:2][C:3](=[O:16])[CH2:4][C:5]1[CH:6]=[C:7]([O:15][S:25]([C:24]([F:37])([F:36])[F:23])(=[O:27])=[O:26])[CH:8]=[C:9]([O:11][CH2:12][CH2:13][CH3:14])[CH:10]=1, predict the reactants needed to synthesize it. The reactants are: [CH3:1][O:2][C:3](=[O:16])[CH2:4][C:5]1[CH:10]=[C:9]([O:11][CH2:12][CH2:13][CH3:14])[CH:8]=[C:7]([OH:15])[CH:6]=1.N1C=CC=CC=1.[F:23][C:24]([F:37])([F:36])[S:25](O[S:25]([C:24]([F:37])([F:36])[F:23])(=[O:27])=[O:26])(=[O:27])=[O:26].Cl. (7) Given the product [CH3:1][C:2]1[CH:3]=[CH:4][C:5]([C:8]2[CH:9]=[C:10]([C:25]([N:31]3[CH2:32][CH2:33][N:28]([C:34]4[S:35][CH:36]=[CH:37][N:38]=4)[CH2:29][CH2:30]3)=[O:26])[CH:11]=[C:12]([C:14]([NH:15][CH2:16][C:17]3[CH:18]=[N:19][C:20]([CH3:23])=[CH:21][CH:22]=3)=[O:24])[CH:13]=2)=[CH:6][CH:7]=1, predict the reactants needed to synthesize it. The reactants are: [CH3:1][C:2]1[CH:7]=[CH:6][C:5]([C:8]2[CH:13]=[C:12]([C:14](=[O:24])[NH:15][CH2:16][C:17]3[CH:18]=[N:19][C:20]([CH3:23])=[CH:21][CH:22]=3)[CH:11]=[C:10]([C:25](O)=[O:26])[CH:9]=2)=[CH:4][CH:3]=1.[N:28]1([C:34]2[S:35][CH:36]=[CH:37][N:38]=2)[CH2:33][CH2:32][NH:31][CH2:30][CH2:29]1.F[P-](F)(F)(F)(F)F.C[N+](C)=C(N(C)C)ON1C2N=CC=CC=2N=N1.C(N(CC)C(C)C)(C)C.